This data is from Forward reaction prediction with 1.9M reactions from USPTO patents (1976-2016). The task is: Predict the product of the given reaction. Given the reactants [CH2:1]([O:8][C:9]([N:11]1[CH2:16][CH2:15][CH2:14][CH:13]([C:17]2[O:18][C:19]3[C:25]([C:26](OC)=[O:27])=[CH:24][CH:23]=[CH:22][C:20]=3[N:21]=2)[CH2:12]1)=[O:10])[C:2]1[CH:7]=[CH:6][CH:5]=[CH:4][CH:3]=1.[NH3:30], predict the reaction product. The product is: [C:26]([C:25]1[C:19]2[O:18][C:17]([CH:13]3[CH2:14][CH2:15][CH2:16][N:11]([C:9]([O:8][CH2:1][C:2]4[CH:3]=[CH:4][CH:5]=[CH:6][CH:7]=4)=[O:10])[CH2:12]3)=[N:21][C:20]=2[CH:22]=[CH:23][CH:24]=1)(=[O:27])[NH2:30].